This data is from Catalyst prediction with 721,799 reactions and 888 catalyst types from USPTO. The task is: Predict which catalyst facilitates the given reaction. (1) Reactant: [N:1]1([C:6]2[C:11]([N+:12]([O-])=O)=[CH:10][C:9]([N+:15]([O-:17])=[O:16])=[CH:8][N:7]=2)[CH2:5][CH2:4][CH2:3][CH2:2]1.[C:18]([O:21]C(=O)C)(=[O:20])[CH3:19]. Product: [C:18]([O:21][CH:4]1[C:5]2=[N:12][C:11]3[C:6](=[N:7][CH:8]=[C:9]([N+:15]([O-:17])=[O:16])[CH:10]=3)[N:1]2[CH2:2][CH2:3]1)(=[O:20])[CH3:19]. The catalyst class is: 530. (2) Reactant: [CH3:1][O:2][C:3]1[CH:4]=[C:5]2[C:10](=[CH:11][CH:12]=1)[CH:9]=[C:8]([OH:13])[CH:7]=[CH:6]2.C1C(=O)N([Br:21])C(=O)C1. Product: [Br:21][C:9]1[C:10]2[C:5](=[CH:4][C:3]([O:2][CH3:1])=[CH:12][CH:11]=2)[CH:6]=[CH:7][C:8]=1[OH:13]. The catalyst class is: 31.